Dataset: Full USPTO retrosynthesis dataset with 1.9M reactions from patents (1976-2016). Task: Predict the reactants needed to synthesize the given product. (1) Given the product [CH3:1][O:2][C:3](=[O:12])[CH:4]([Br:13])[C:5]1[CH:10]=[CH:9][C:8]([Cl:11])=[CH:7][CH:6]=1, predict the reactants needed to synthesize it. The reactants are: [CH3:1][O:2][C:3](=[O:12])[CH2:4][C:5]1[CH:10]=[CH:9][C:8]([Cl:11])=[CH:7][CH:6]=1.[Br:13]N1C(=O)CCC1=O.C(OOC(=O)C1C=CC=CC=1)(=O)C1C=CC=CC=1. (2) Given the product [CH:52]1[C:53]2[CH2:54][C:55]3[C:60](=[CH:59][CH:58]=[CH:57][CH:56]=3)[C:61]=2[CH:62]=[CH:63][C:51]=1[NH:48][C:49]([N:31]1[CH2:36][CH2:35][NH:34][CH2:33][CH:32]1[CH2:44][C:45](=[O:46])[NH:11][C:10]1[CH:9]=[CH:8][C:7]([CH:1]2[CH2:2][CH2:3][CH2:4][CH2:5][CH2:6]2)=[CH:13][CH:12]=1)=[O:50], predict the reactants needed to synthesize it. The reactants are: [CH:1]1([C:7]2[CH:13]=[CH:12][C:10]([NH2:11])=[CH:9][CH:8]=2)[CH2:6][CH2:5][CH2:4][CH2:3][CH2:2]1.C1C2C(COC([N:31]3[CH2:36][CH2:35][N:34](C(OC(C)(C)C)=O)[CH2:33][CH:32]3[CH2:44][C:45](O)=[O:46])=O)C3C(=CC=CC=3)C=2C=CC=1.[N:48]([C:51]1[CH:63]=[CH:62][C:61]2[C:60]3[C:55](=[CH:56][CH:57]=[CH:58][CH:59]=3)[CH2:54][C:53]=2[CH:52]=1)=[C:49]=[O:50]. (3) Given the product [Br:1][C:2]1[CH:3]=[C:4]2[C:9]([NH:16][C@H:17]([CH3:30])[C:18]([C:21]3[O:22][CH:23]=[C:24]([C:26]([O:28][CH3:29])=[O:27])[N:25]=3)([CH3:20])[CH3:19])=[C:8]([C:11](=[O:12])[NH2:13])[CH:7]=[N:6][N:5]2[CH:14]=1, predict the reactants needed to synthesize it. The reactants are: [Br:1][C:2]1[CH:3]=[C:4]2[C:9](Cl)=[C:8]([C:11]([NH2:13])=[O:12])[CH:7]=[N:6][N:5]2[CH:14]=1.Cl.[NH2:16][C@H:17]([CH3:30])[C:18]([C:21]1[O:22][CH:23]=[C:24]([C:26]([O:28][CH3:29])=[O:27])[N:25]=1)([CH3:20])[CH3:19].C(=O)([O-])[O-].[K+].[K+]. (4) Given the product [N:1]([C:2]1[C:11]([C:12]2[CH:13]=[CH:14][C:15]([N+:18]([O-:20])=[O:19])=[CH:16][CH:17]=2)=[N:10][C:9]([C:21]2[CH:26]=[CH:25][CH:24]=[C:23]([C:27]([F:30])([F:28])[F:29])[CH:22]=2)=[CH:8][C:3]=1[C:4]([O:6][CH3:7])=[O:5])=[N+:35]=[N-:36], predict the reactants needed to synthesize it. The reactants are: [NH2:1][C:2]1[C:11]([C:12]2[CH:17]=[CH:16][C:15]([N+:18]([O-:20])=[O:19])=[CH:14][CH:13]=2)=[N:10][C:9]([C:21]2[CH:26]=[CH:25][CH:24]=[C:23]([C:27]([F:30])([F:29])[F:28])[CH:22]=2)=[CH:8][C:3]=1[C:4]([O:6][CH3:7])=[O:5].N([O-])=O.[Na+].[N-:35]=[N+:36]=[N-].[Na+]. (5) Given the product [Cl:2][C:3]1[CH:4]=[C:5]([CH:18]=[CH:19][C:20]=1[F:21])[NH:6][C:7]1[C:16]2[C:11](=[CH:12][CH:13]=[CH:14][C:15]=2[O:22][CH:23]2[CH2:26][N:25]([CH:27]([CH3:29])[CH3:28])[CH2:24]2)[N:10]=[CH:9][N:8]=1, predict the reactants needed to synthesize it. The reactants are: Cl.[Cl:2][C:3]1[CH:4]=[C:5]([CH:18]=[CH:19][C:20]=1[F:21])[NH:6][C:7]1[C:16]2[C:11](=[CH:12][CH:13]=[CH:14][C:15]=2F)[N:10]=[CH:9][N:8]=1.[OH:22][CH:23]1[CH2:26][N:25]([CH:27]([CH3:29])[CH3:28])[CH2:24]1. (6) Given the product [C:22]([O:21][C:20](=[O:26])[N:19]([CH2:27][CH2:28][C:29]1[CH:30]=[CH:31][C:32]([C:2]2[C:3]3[C:4]4[CH:17]=[CH:16][S:15][C:5]=4[C:6](=[O:14])[NH:7][C:8]=3[CH:9]=[CH:10][C:11]=2[O:12][CH3:13])=[CH:33][CH:34]=1)[CH3:18])([CH3:25])([CH3:23])[CH3:24], predict the reactants needed to synthesize it. The reactants are: Br[C:2]1[C:3]2[C:4]3[CH:17]=[CH:16][S:15][C:5]=3[C:6](=[O:14])[NH:7][C:8]=2[CH:9]=[CH:10][C:11]=1[O:12][CH3:13].[CH3:18][N:19]([CH2:27][CH2:28][C:29]1[CH:34]=[CH:33][C:32](B2OC(C)(C)C(C)(C)O2)=[CH:31][CH:30]=1)[C:20](=[O:26])[O:21][C:22]([CH3:25])([CH3:24])[CH3:23]. (7) Given the product [F:1][C:2]1[CH:10]=[CH:9][CH:8]=[C:7]([O:11][CH2:12][CH:13]([CH3:15])[CH3:14])[C:3]=1[C:4]([Cl:16])=[N:5][OH:6], predict the reactants needed to synthesize it. The reactants are: [F:1][C:2]1[CH:10]=[CH:9][CH:8]=[C:7]([O:11][CH2:12][CH:13]([CH3:15])[CH3:14])[C:3]=1[CH:4]=[N:5][OH:6].[Cl:16]N1C(=O)CCC1=O. (8) Given the product [F:3][C:4]1[C:5]([N+:11]([O-:13])=[O:12])=[C:6]([CH:7]=[CH:8][CH:9]=1)[NH:2][CH3:1], predict the reactants needed to synthesize it. The reactants are: [CH3:1][NH2:2].[F:3][C:4]1[CH:9]=[CH:8][CH:7]=[C:6](F)[C:5]=1[N+:11]([O-:13])=[O:12]. (9) Given the product [Br:10][CH2:9][C:5]1[CH:4]=[C:3]([CH:8]=[CH:7][CH:6]=1)[CH2:2][P:11](=[O:18])([O:15][CH2:16][CH3:17])[O:12][CH2:13][CH3:14], predict the reactants needed to synthesize it. The reactants are: Br[CH2:2][C:3]1[CH:8]=[CH:7][CH:6]=[C:5]([CH2:9][Br:10])[CH:4]=1.[P:11]([O:18]CC)([O:15][CH2:16][CH3:17])[O:12][CH2:13][CH3:14].O. (10) Given the product [Cl:29][C:10]1[C:11]2[C:6](=[CH:5][C:4]([C:13]3[CH:18]=[CH:17][C:16]([O:19][CH3:20])=[C:15]([F:21])[CH:14]=3)=[CH:3][C:2]=2[F:1])[CH:7]=[CH:8][C:9]=1[OH:12], predict the reactants needed to synthesize it. The reactants are: [F:1][C:2]1[CH:3]=[C:4]([C:13]2[CH:18]=[CH:17][C:16]([O:19][CH3:20])=[C:15]([F:21])[CH:14]=2)[CH:5]=[C:6]2[C:11]=1[CH:10]=[C:9]([OH:12])[CH:8]=[CH:7]2.C1C(=O)N([Cl:29])C(=O)C1.